Dataset: Forward reaction prediction with 1.9M reactions from USPTO patents (1976-2016). Task: Predict the product of the given reaction. (1) Given the reactants [Na].C(O)C.[Cl:5][C:6]1[CH:11]=[CH:10][C:9](/[CH:12]=[CH:13]/[C:14](=[O:16])[CH3:15])=[C:8]([F:17])[CH:7]=1.[C:18](OCC)(=[O:24])[C:19]([O:21][CH2:22][CH3:23])=[O:20], predict the reaction product. The product is: [CH2:22]([O:21][C:19](=[O:20])[C:18](=[O:24])[CH2:15][C:14](=[O:16])/[CH:13]=[CH:12]/[C:9]1[CH:10]=[CH:11][C:6]([Cl:5])=[CH:7][C:8]=1[F:17])[CH3:23]. (2) Given the reactants Cl[C:2]1[N:10]=[C:9]([Cl:11])[CH:8]=[CH:7][C:3]=1[C:4]([NH2:6])=[O:5].[CH2:12]([N:14]([CH2:22][CH3:23])[C:15]1[CH:20]=[CH:19][C:18]([NH2:21])=[CH:17][CH:16]=1)[CH3:13].C[Si]([N-][Si](C)(C)C)(C)C.[Li+], predict the reaction product. The product is: [Cl:11][C:9]1[CH:8]=[CH:7][C:3]([C:4]([NH2:6])=[O:5])=[C:2]([NH:21][C:18]2[CH:17]=[CH:16][C:15]([N:14]([CH2:22][CH3:23])[CH2:12][CH3:13])=[CH:20][CH:19]=2)[N:10]=1. (3) Given the reactants [F:1][C:2]1[CH:3]=[C:4]([CH:7]=[CH:8][C:9]=1F)[CH:5]=[O:6].[Cl:11][C:12]1[CH:17]=[C:16]([OH:18])[CH:15]=[CH:14][N:13]=1, predict the reaction product. The product is: [Cl:11][C:12]1[CH:17]=[C:16]([O:18][C:9]2[CH:8]=[CH:7][C:4]([CH:5]=[O:6])=[CH:3][C:2]=2[F:1])[CH:15]=[CH:14][N:13]=1.